This data is from Full USPTO retrosynthesis dataset with 1.9M reactions from patents (1976-2016). The task is: Predict the reactants needed to synthesize the given product. (1) Given the product [NH2:12][C:5]1([C:9]([CH3:11])=[CH:10][C:2]([Br:1])=[CH:3][CH:4]1[N+:15]([O-:17])=[O:16])[C:6]([OH:8])=[O:7], predict the reactants needed to synthesize it. The reactants are: [Br:1][C:2]1[CH:10]=[C:9]([CH3:11])[C:5]([NH:12]C=O)([C:6]([OH:8])=[O:7])[CH:4]([N+:15]([O-:17])=[O:16])[CH:3]=1.Cl. (2) Given the product [CH:10]1([NH:9][C:4]2[CH:3]=[C:2]([C:20]3[CH:21]=[CH:22][C:17]([O:16][CH3:15])=[CH:18][CH:19]=3)[N:7]=[C:6]([NH2:8])[N:5]=2)[CH2:14][CH2:13][CH2:12][CH2:11]1, predict the reactants needed to synthesize it. The reactants are: Cl[C:2]1[N:7]=[C:6]([NH2:8])[N:5]=[C:4]([NH:9][CH:10]2[CH2:14][CH2:13][CH2:12][CH2:11]2)[CH:3]=1.[CH3:15][O:16][C:17]1[CH:22]=[CH:21][C:20](B(O)O)=[CH:19][CH:18]=1. (3) The reactants are: C(=O)(O)[O-].[Na+].Cl.C(OC(=O)[C:11]1[CH:16]=[CH:15][C:14]([C:17]#[C:18][C:19]2[CH:20]=[C:21]3[C:26](=[CH:27][CH:28]=2)[S:25][CH2:24][CH2:23][C:22]3([CH3:30])[CH3:29])=[N:13][CH:12]=1)C.[C:32]([O:35][CH2:36][CH3:37])(=[O:34])C. Given the product [CH2:36]([O:35][C:32](=[O:34])[C:15]1[CH:16]=[CH:11][CH:12]=[N:13][C:14]=1[C:17]#[C:18][C:19]1[CH:20]=[C:21]2[C:26](=[CH:27][CH:28]=1)[S:25][CH2:24][CH2:23][C:22]2([CH3:29])[CH3:30])[CH3:37], predict the reactants needed to synthesize it. (4) Given the product [CH:19]1([CH2:18][O:10][C:3]2[CH:4]=[C:5]([CH:8]=[CH:9][C:2]=2[F:1])[CH:6]=[O:7])[CH2:21][CH2:20]1, predict the reactants needed to synthesize it. The reactants are: [F:1][C:2]1[CH:9]=[CH:8][C:5]([CH:6]=[O:7])=[CH:4][C:3]=1[OH:10].C(=O)([O-])[O-].[K+].[K+].Br[CH2:18][CH:19]1[CH2:21][CH2:20]1. (5) The reactants are: [OH:1][C:2]1[C@H:11]2[C@H:6]([C@H:7]3[CH2:12][C@@H:10]2[CH2:9][CH2:8]3)[N:5]([CH2:13][CH2:14][CH:15]([CH3:17])[CH3:16])[C:4](=[O:18])[C:3]=1[C:19]1[NH:24][C:23]2[CH:25]=[CH:26][C:27]([NH:29][S:30]([CH3:33])(=[O:32])=[O:31])=[CH:28][C:22]=2[S:21](=[O:35])(=[O:34])[N:20]=1.[C:36](=O)([O-])[O-].[K+].[K+].IC. Given the product [OH:1][C:2]1[C@H:11]2[C@H:6]([C@H:7]3[CH2:12][C@@H:10]2[CH2:9][CH2:8]3)[N:5]([CH2:13][CH2:14][CH:15]([CH3:17])[CH3:16])[C:4](=[O:18])[C:3]=1[C:19]1[NH:24][C:23]2[CH:25]=[CH:26][C:27]([N:29]([CH3:36])[S:30]([CH3:33])(=[O:32])=[O:31])=[CH:28][C:22]=2[S:21](=[O:35])(=[O:34])[N:20]=1, predict the reactants needed to synthesize it. (6) Given the product [NH2:24][CH2:23][CH2:22][CH2:21][N:20]([C@H:18]1[CH2:19][C@@H:16]([C:14]2[O:13][N:12]=[C:11]([N:9]3[C:10]4[C:6](=[CH:5][CH:4]=[CH:3][C:2]=4[F:1])[C:7]([CH:44]([CH3:46])[CH3:45])=[N:8]3)[N:15]=2)[CH2:17]1)[S:32]([C:35]1[CH:40]=[CH:39][CH:38]=[CH:37][C:36]=1[N+:41]([O-:43])=[O:42])(=[O:33])=[O:34], predict the reactants needed to synthesize it. The reactants are: [F:1][C:2]1[CH:3]=[CH:4][CH:5]=[C:6]2[C:10]=1[N:9]([C:11]1[N:15]=[C:14]([C@@H:16]3[CH2:19][C@H:18]([N:20]([S:32]([C:35]4[CH:40]=[CH:39][CH:38]=[CH:37][C:36]=4[N+:41]([O-:43])=[O:42])(=[O:34])=[O:33])[CH2:21][CH2:22][CH2:23][NH:24]C(=O)OC(C)(C)C)[CH2:17]3)[O:13][N:12]=1)[N:8]=[C:7]2[CH:44]([CH3:46])[CH3:45].Cl.C(OCC)(=O)C. (7) The reactants are: [CH3:1][C:2]1[CH:10]=[CH:9][C:8]2[N:7]([CH2:11][C@H:12]([C:14]3[CH:19]=[CH:18][N:17]=[CH:16][CH:15]=3)[OH:13])[C:6]3[CH2:20][CH2:21][N:22]4[C@@H:26]([C:5]=3[C:4]=2[CH:3]=1)[CH2:25][CH2:24][CH2:23]4.[H-].[Na+].Br[CH:30]1[CH2:34][CH2:33][CH2:32][CH2:31]1. Given the product [CH:30]1([O:13][C@@H:12]([C:14]2[CH:19]=[CH:18][N:17]=[CH:16][CH:15]=2)[CH2:11][N:7]2[C:8]3[CH:9]=[CH:10][C:2]([CH3:1])=[CH:3][C:4]=3[C:5]3[C@@H:26]4[N:22]([CH2:21][CH2:20][C:6]2=3)[CH2:23][CH2:24][CH2:25]4)[CH2:34][CH2:33][CH2:32][CH2:31]1, predict the reactants needed to synthesize it. (8) Given the product [C:9]([C:11]1([C:17]2[N:22]=[CH:21][C:20]([NH:23][C:24]([C:26]3[CH:27]=[N:28][N:29]([C:32]4[CH:37]=[CH:36][C:35]([C:38]([F:41])([F:40])[F:39])=[CH:34][N:33]=4)[C:30]=3[CH3:31])=[O:25])=[CH:19][CH:18]=2)[CH2:12][CH2:13][N:14]([CH2:2][C:3](=[O:8])[C:4]([CH3:7])([CH3:6])[CH3:5])[CH2:15][CH2:16]1)#[N:10], predict the reactants needed to synthesize it. The reactants are: Br[CH2:2][C:3](=[O:8])[C:4]([CH3:7])([CH3:6])[CH3:5].[C:9]([C:11]1([C:17]2[N:22]=[CH:21][C:20]([NH:23][C:24]([C:26]3[CH:27]=[N:28][N:29]([C:32]4[CH:37]=[CH:36][C:35]([C:38]([F:41])([F:40])[F:39])=[CH:34][N:33]=4)[C:30]=3[CH3:31])=[O:25])=[CH:19][CH:18]=2)[CH2:16][CH2:15][NH:14][CH2:13][CH2:12]1)#[N:10].C(=O)([O-])[O-].[K+].[K+].O.